This data is from Full USPTO retrosynthesis dataset with 1.9M reactions from patents (1976-2016). The task is: Predict the reactants needed to synthesize the given product. (1) The reactants are: [CH3:1][C:2]1([CH3:14])[C:10]2[C:5](=[CH:6][CH:7]=[CH:8][CH:9]=2)[C:4]([CH3:12])([CH3:11])[NH+:3]1[O-:13]. Given the product [OH:13][N:3]1[C:2]([CH3:14])([CH3:1])[C:10]2[C:5](=[CH:6][CH:7]=[CH:8][CH:9]=2)[C:4]1([CH3:12])[CH3:11], predict the reactants needed to synthesize it. (2) Given the product [ClH:29].[NH2:14][CH2:15][C:16]1([C:23]2[CH:28]=[CH:27][CH:26]=[C:25]([Cl:29])[CH:24]=2)[CH2:17][CH2:18][CH:19]([NH2:22])[CH2:20][CH2:21]1, predict the reactants needed to synthesize it. The reactants are: FC(F)(F)C(O)=O.C(OC(=O)[NH:14][CH2:15][C:16]1([C:23]2[CH:28]=[CH:27][CH:26]=[C:25]([Cl:29])[CH:24]=2)[CH2:21][CH2:20][CH:19]([NH2:22])[CH2:18][CH2:17]1)(C)(C)C. (3) Given the product [Cl:1][C:2]1[C:3]([NH:23][C:24]2[CH:28]=[C:27]([CH3:29])[NH:26][N:25]=2)=[N:4][C:5]([NH:8][C:9]2[CH:14]=[C:13]([CH3:15])[C:12]([CH:16]3[CH2:17][CH2:18][N:19]([CH:37]4[CH2:39][CH2:38]4)[CH2:20][CH2:21]3)=[CH:11][C:10]=2[F:22])=[N:6][CH:7]=1, predict the reactants needed to synthesize it. The reactants are: [Cl:1][C:2]1[C:3]([NH:23][C:24]2[CH:28]=[C:27]([CH3:29])[NH:26][N:25]=2)=[N:4][C:5]([NH:8][C:9]2[CH:14]=[C:13]([CH3:15])[C:12]([CH:16]3[CH2:21][CH2:20][NH:19][CH2:18][CH2:17]3)=[CH:11][C:10]=2[F:22])=[N:6][CH:7]=1.CC(O)=O.C(O[C:37]1(O[Si](C)(C)C)[CH2:39][CH2:38]1)C.[NH4+].[Cl-]. (4) The reactants are: [CH2:1]([O:8][C:9]([N:11]1[CH2:15][CH2:14][CH2:13][C@H:12]1[C:16](=[O:33])[NH:17][C:18]1[CH:23]=[CH:22][CH:21]=[C:20](B2OC(C)(C)C(C)(C)O2)[CH:19]=1)=[O:10])[C:2]1[CH:7]=[CH:6][CH:5]=[CH:4][CH:3]=1.Br[C:35]1[CH:43]=[C:42]2[C:38]([CH:39]=[CH:40][NH:41]2)=[CH:37][CH:36]=1.C([O-])(O)=O.[Na+].CN(C=O)C. Given the product [CH2:1]([O:8][C:9]([N:11]1[CH2:15][CH2:14][CH2:13][C@H:12]1[C:16](=[O:33])[NH:17][C:18]1[CH:23]=[CH:22][CH:21]=[C:20]([C:35]2[CH:43]=[C:42]3[C:38]([CH:39]=[CH:40][NH:41]3)=[CH:37][CH:36]=2)[CH:19]=1)=[O:10])[C:2]1[CH:3]=[CH:4][CH:5]=[CH:6][CH:7]=1, predict the reactants needed to synthesize it. (5) Given the product [Br:1][C:2]1[CH:16]=[C:15](/[CH:17]=[CH:18]/[CH:19]([C:24]2[CH:25]=[C:26]([Cl:32])[C:27]([Cl:31])=[C:28]([Cl:30])[CH:29]=2)[C:20]([F:23])([F:21])[F:22])[CH:14]=[CH:13][C:3]=1[C:4]([NH:6][CH:7]1[CH2:12][CH2:11][N:10]([CH2:41][CH2:42][OH:43])[CH2:9][CH2:8]1)=[O:5], predict the reactants needed to synthesize it. The reactants are: [Br:1][C:2]1[CH:16]=[C:15](/[CH:17]=[CH:18]/[CH:19]([C:24]2[CH:29]=[C:28]([Cl:30])[C:27]([Cl:31])=[C:26]([Cl:32])[CH:25]=2)[C:20]([F:23])([F:22])[F:21])[CH:14]=[CH:13][C:3]=1[C:4]([NH:6][CH:7]1[CH2:12][CH2:11][NH:10][CH2:9][CH2:8]1)=[O:5].C(N(CC)CC)C.Cl[CH2:41][CH2:42][OH:43]. (6) Given the product [OH:15][C:9]1[CH:8]=[C:7]([N:1]2[CH2:2][CH2:3][O:4][CH2:5][CH2:6]2)[CH:14]=[CH:13][C:10]=1[C:11]([C:16]1[CH:21]=[CH:20][CH:19]=[CH:18][CH:17]=1)=[O:12], predict the reactants needed to synthesize it. The reactants are: [N:1]1([C:7]2[CH:8]=[C:9]([OH:15])[C:10](=[CH:13][CH:14]=2)[CH:11]=[O:12])[CH2:6][CH2:5][O:4][CH2:3][CH2:2]1.[C:16]1([Li])[CH:21]=[CH:20][CH:19]=[CH:18][CH:17]=1.